Dataset: Reaction yield outcomes from USPTO patents with 853,638 reactions. Task: Predict the reaction yield, written as a fraction of the theoretical maximum amount of product (1.0 means a 100% yield; for example, 0.34 means a 34% yield). The reactants are [C:1]([O:5][C:6]([N:8]1[CH2:13][CH2:12][CH:11]([N:14]2[C:18]3[CH:19]=[CH:20][CH:21]=[CH:22][C:17]=3[NH:16][C:15]2=[O:23])[CH2:10][CH2:9]1)=[O:7])([CH3:4])([CH3:3])[CH3:2].C[Si]([N-][Si](C)(C)C)(C)C.[K+].Br[CH2:35][C:36]#[N:37]. The catalyst is C1COCC1. The product is [C:1]([O:5][C:6]([N:8]1[CH2:13][CH2:12][CH:11]([N:14]2[C:18]3[CH:19]=[CH:20][CH:21]=[CH:22][C:17]=3[N:16]([CH2:35][C:36]#[N:37])[C:15]2=[O:23])[CH2:10][CH2:9]1)=[O:7])([CH3:4])([CH3:2])[CH3:3]. The yield is 0.670.